From a dataset of Reaction yield outcomes from USPTO patents with 853,638 reactions. Predict the reaction yield, written as a fraction of the theoretical maximum amount of product (1.0 means a 100% yield; for example, 0.34 means a 34% yield). (1) The reactants are [Br:1][C:2]1[C:3]([F:12])=[C:4]2[C:10]([NH2:11])=[CH:9][NH:8][C:5]2=[N:6][CH:7]=1.[CH3:13][C:14]1[C:15]([C:20](O)=[O:21])=[N:16][CH:17]=[CH:18][CH:19]=1.O=C1N(P(Cl)(N2CCOC2=O)=O)CCO1.C(N(CC)CC)C. The catalyst is C(Cl)Cl. The product is [Br:1][C:2]1[C:3]([F:12])=[C:4]2[C:10]([NH:11][C:20](=[O:21])[C:15]3[C:14]([CH3:13])=[CH:19][CH:18]=[CH:17][N:16]=3)=[CH:9][NH:8][C:5]2=[N:6][CH:7]=1. The yield is 0.650. (2) The reactants are [C:1]([NH:4][C:5]1[CH:14]=[C:13]([NH2:15])[CH:12]=[CH:11][C:6]=1[C:7]([O:9][CH3:10])=[O:8])(=[O:3])[CH3:2].[C:16]([O:20][C:21]([N:23]([CH3:27])[CH2:24][CH:25]=O)=[O:22])([CH3:19])([CH3:18])[CH3:17].[BH-](OC(C)=O)(OC(C)=O)OC(C)=O.[Na+].C([O-])(O)=O.[Na+]. The catalyst is ClCCCl. The product is [C:1]([NH:4][C:5]1[CH:14]=[C:13]([NH:15][CH2:25][CH2:24][N:23]([C:21]([O:20][C:16]([CH3:17])([CH3:19])[CH3:18])=[O:22])[CH3:27])[CH:12]=[CH:11][C:6]=1[C:7]([O:9][CH3:10])=[O:8])(=[O:3])[CH3:2]. The yield is 0.860. (3) The reactants are Br[C:2]1[CH:12]=[C:11]([Cl:13])[C:5]2[N:6]([CH3:10])[C:7](=[O:9])[O:8][C:4]=2[CH:3]=1.[Cl-].[Li+].[CH3:16][Sn:17]([CH3:23])([CH3:22])[Sn:17]([CH3:23])([CH3:22])[CH3:16]. The catalyst is O1CCOCC1.C1C=CC([P]([Pd]([P](C2C=CC=CC=2)(C2C=CC=CC=2)C2C=CC=CC=2)([P](C2C=CC=CC=2)(C2C=CC=CC=2)C2C=CC=CC=2)[P](C2C=CC=CC=2)(C2C=CC=CC=2)C2C=CC=CC=2)(C2C=CC=CC=2)C2C=CC=CC=2)=CC=1. The product is [Cl:13][C:11]1[C:5]2[N:6]([CH3:10])[C:7](=[O:9])[O:8][C:4]=2[CH:3]=[C:2]([Sn:17]([CH3:23])([CH3:22])[CH3:16])[CH:12]=1. The yield is 0.440. (4) The reactants are [CH:1]1([O:6]/[N:7]=[C:8](\[C:12]2[CH:17]=[CH:16][C:15]([Cl:18])=[C:14]([Cl:19])[CH:13]=2)/[C:9]([OH:11])=O)[CH2:5][CH2:4][CH2:3][CH2:2]1.[NH2:20][C:21]1[S:22][C:23]2[CH:29]=[CH:28][CH:27]=[CH:26][C:24]=2[N:25]=1.C(N(CC)C(C)C)(C)C. The catalyst is C(Cl)Cl. The product is [S:22]1[C:23]2[CH:29]=[CH:28][CH:27]=[CH:26][C:24]=2[N:25]=[C:21]1[NH:20][C:9](=[O:11])/[C:8](=[N:7]/[O:6][CH:1]1[CH2:2][CH2:3][CH2:4][CH2:5]1)/[C:12]1[CH:17]=[CH:16][C:15]([Cl:18])=[C:14]([Cl:19])[CH:13]=1. The yield is 0.670.